Dataset: Full USPTO retrosynthesis dataset with 1.9M reactions from patents (1976-2016). Task: Predict the reactants needed to synthesize the given product. (1) Given the product [F:1][C:2]1[CH:3]=[N:4][C:5]2[C:10]([C:11]=1[CH2:12][CH2:13][N:14]1[CH2:15][CH2:16][C:17]([CH3:20])([NH2:21])[CH2:18][CH2:19]1)=[N:9][C:8]([O:32][CH3:33])=[CH:7][CH:6]=2, predict the reactants needed to synthesize it. The reactants are: [F:1][C:2]1[CH:3]=[N:4][C:5]2[C:10]([C:11]=1[CH2:12][CH2:13][N:14]1[CH2:19][CH2:18][C:17]([NH:21]C(=O)OCC3C=CC=CC=3)([CH3:20])[CH2:16][CH2:15]1)=[N:9][C:8]([O:32][CH3:33])=[CH:7][CH:6]=2. (2) Given the product [CH2:20]([N:22]([CH2:23][CH3:24])[C:17]([C:14]1[CH:15]=[CH:16][C:3]2[C:2](=[O:1])[C:8]3[CH:9]=[CH:10][CH:11]=[CH:12][C:7]=3[CH2:6][O:5][C:4]=2[CH:13]=1)=[O:18])[CH3:21], predict the reactants needed to synthesize it. The reactants are: [O:1]=[C:2]1[C:8]2[CH:9]=[CH:10][CH:11]=[CH:12][C:7]=2[CH2:6][O:5][C:4]2[CH:13]=[C:14]([C:17](O)=[O:18])[CH:15]=[CH:16][C:3]1=2.[CH2:20]([N-:22][CH2:23][CH3:24])[CH3:21]. (3) Given the product [C:1]1([S:7][C:8]2[CH:9]=[C:10]([CH:13]=[CH:14][CH:15]=2)[CH2:11][NH:26][C@@H:16]2[C:25]3[C:20](=[CH:21][CH:22]=[CH:23][CH:24]=3)[CH2:19][CH2:18][CH2:17]2)[CH:6]=[CH:5][CH:4]=[CH:3][CH:2]=1, predict the reactants needed to synthesize it. The reactants are: [C:1]1([S:7][C:8]2[CH:9]=[C:10]([CH:13]=[CH:14][CH:15]=2)[CH:11]=O)[CH:6]=[CH:5][CH:4]=[CH:3][CH:2]=1.[C@@H:16]1([NH2:26])[C:25]2[C:20](=[CH:21][CH:22]=[CH:23][CH:24]=2)[CH2:19][CH2:18][CH2:17]1. (4) The reactants are: [C:1]([O:5][P:6]([CH:13](O)[C:14]1[CH:19]=[CH:18][C:17]([C:20]2[CH:25]=[CH:24][CH:23]=[CH:22][N:21]=2)=[CH:16][CH:15]=1)(=[O:12])[O:7][C:8]([CH3:11])([CH3:10])[CH3:9])([CH3:4])([CH3:3])[CH3:2].C(N(S(F)(F)[F:33])CC)C. Given the product [C:1]([O:5][P:6]([CH:13]([F:33])[C:14]1[CH:19]=[CH:18][C:17]([C:20]2[CH:25]=[CH:24][CH:23]=[CH:22][N:21]=2)=[CH:16][CH:15]=1)(=[O:12])[O:7][C:8]([CH3:11])([CH3:10])[CH3:9])([CH3:4])([CH3:3])[CH3:2], predict the reactants needed to synthesize it.